This data is from Catalyst prediction with 721,799 reactions and 888 catalyst types from USPTO. The task is: Predict which catalyst facilitates the given reaction. (1) The catalyst class is: 6. Product: [NH2:11][C:4]1[N:3]=[C:2]([NH:16][CH2:12][CH2:13][CH2:14][CH3:15])[N:10]=[C:9]2[C:5]=1[N:6]=[CH:7][NH:8]2. Reactant: Cl[C:2]1[N:10]=[C:9]2[C:5]([NH:6][CH:7]=[N:8]2)=[C:4]([NH2:11])[N:3]=1.[CH2:12]([NH2:16])[CH2:13][CH2:14][CH3:15]. (2) Reactant: CC1(C)CCCC(C)(C)N1[Mg]Cl.[Cl-].[Li+].[Cl:15][C:16]1[N:24]=[C:23]2[C:19]([N:20]([CH2:25][C@H:26]3[CH2:31][CH2:30][C@H:29]([CH3:32])[CH2:28][CH2:27]3)[CH:21]=[N:22]2)=[C:18]([C:33]2[CH:34]=[N:35][CH:36]=[C:37]([Cl:39])[CH:38]=2)[N:17]=1.[Br:40][CH2:41][CH2:42][C:43]1[CH:50]=[CH:49][CH:48]=[CH:47][C:44]=1[CH:45]=[O:46]. Product: [Br:40][CH2:41][CH2:42][C:43]1[CH:50]=[CH:49][CH:48]=[CH:47][C:44]=1[CH:45]([C:21]1[N:20]([CH2:25][C@H:26]2[CH2:31][CH2:30][C@H:29]([CH3:32])[CH2:28][CH2:27]2)[C:19]2[C:23](=[N:24][C:16]([Cl:15])=[N:17][C:18]=2[C:33]2[CH:34]=[N:35][CH:36]=[C:37]([Cl:39])[CH:38]=2)[N:22]=1)[OH:46]. The catalyst class is: 1. (3) Reactant: [Br:1][C:2]1[CH:7]=[CH:6][C:5]([N+:8]([O-:10])=[O:9])=[CH:4][C:3]=1[CH2:11][OH:12].[CH3:13][S:14](Cl)(=[O:16])=[O:15].C(N(CC)CC)C. Product: [CH3:13][S:14]([O:12][CH2:11][C:3]1[CH:4]=[C:5]([N+:8]([O-:10])=[O:9])[CH:6]=[CH:7][C:2]=1[Br:1])(=[O:16])=[O:15]. The catalyst class is: 2. (4) Reactant: [ClH:1].[N:2]12[CH2:9][CH2:8][CH:5]([CH2:6][CH2:7]1)[C@@H:4]([NH:10][C:11]([C:13]1[S:14][C:15]3[CH:21]=[C:20](Br)[CH:19]=[CH:18][C:16]=3[CH:17]=1)=[O:12])[CH2:3]2.[O:23]1[CH2:28][CH2:27][N:26]([C:29]2[CH:34]=[CH:33][C:32](B(O)O)=[CH:31][CH:30]=2)[CH2:25][CH2:24]1.C(=O)([O-])[O-].[Na+].[Na+]. Product: [ClH:1].[N:2]12[CH2:9][CH2:8][CH:5]([CH2:6][CH2:7]1)[C@@H:4]([NH:10][C:11]([C:13]1[S:14][C:15]3[CH:21]=[C:20]([C:32]4[CH:31]=[CH:30][C:29]([N:26]5[CH2:25][CH2:24][O:23][CH2:28][CH2:27]5)=[CH:34][CH:33]=4)[CH:19]=[CH:18][C:16]=3[CH:17]=1)=[O:12])[CH2:3]2. The catalyst class is: 431. (5) Reactant: [Cl:1][C:2]1[CH:3]=[C:4]([NH:9][C:10]2[C:19]3[C:14](=[CH:15][C:16]([O:21][CH3:22])=[C:17]([OH:20])[CH:18]=3)[N:13]=[CH:12][N:11]=2)[CH:5]=[CH:6][C:7]=1[F:8].C([O-])([O-])=O.[K+].[K+].Br[CH2:30][CH2:31][CH2:32][Cl:33].CN(C=O)C. Product: [Cl:1][C:2]1[CH:3]=[C:4]([NH:9][C:10]2[C:19]3[C:14](=[CH:15][C:16]([O:21][CH3:22])=[C:17]([O:20][CH2:30][CH2:31][CH2:32][Cl:33])[CH:18]=3)[N:13]=[CH:12][N:11]=2)[CH:5]=[CH:6][C:7]=1[F:8]. The catalyst class is: 6. (6) Reactant: [F:1][C:2]1[CH:11]=[C:10]([F:12])[CH:9]=[C:8]2[C:3]=1[CH2:4][CH2:5][C:6](=O)[CH2:7]2.C(C1SC(N[C:23](=[O:29])[C@@H:24]([NH2:28])[CH2:25][CH2:26][CH3:27])=NC=1)(C)C.C(O[BH-](OC(=O)C)OC(=O)C)(=[O:32])C.[Na+].C(O)(=O)C. The catalyst class is: 317. Product: [F:1][C:2]1[CH:11]=[C:10]([F:12])[CH:9]=[C:8]2[C:3]=1[CH2:4][CH2:5][CH:6]([NH:28][C@@H:24]([CH2:25][CH2:26][CH3:27])[C:23]([OH:29])=[O:32])[CH2:7]2. (7) Reactant: N[C:2]1[CH:11]=[C:10]([Br:12])[CH:9]=[CH:8][C:3]=1[C:4]([O:6][CH3:7])=[O:5].S(=O)(=O)(O)O.N([O-])=O.[Na+].[I-:22].[K+].[OH-].[Na+].S([O-])([O-])=O.[Na+].[Na+].[Cl-].[Na+]. Product: [Br:12][C:10]1[CH:9]=[CH:8][C:3]([C:4]([O:6][CH3:7])=[O:5])=[C:2]([I:22])[CH:11]=1. The catalyst class is: 6.